From a dataset of Peptide-MHC class I binding affinity with 185,985 pairs from IEDB/IMGT. Regression. Given a peptide amino acid sequence and an MHC pseudo amino acid sequence, predict their binding affinity value. This is MHC class I binding data. (1) The peptide sequence is YQAENSTAE. The MHC is HLA-B07:02 with pseudo-sequence HLA-B07:02. The binding affinity (normalized) is 0.213. (2) The MHC is HLA-B53:01 with pseudo-sequence HLA-B53:01. The peptide sequence is MAAILAYTI. The binding affinity (normalized) is 0.761. (3) The peptide sequence is TLRKERLAK. The MHC is HLA-B07:02 with pseudo-sequence HLA-B07:02. The binding affinity (normalized) is 0. (4) The peptide sequence is SSYGVLPPL. The MHC is HLA-B58:01 with pseudo-sequence HLA-B58:01. The binding affinity (normalized) is 0.263.